Dataset: Peptide-MHC class I binding affinity with 185,985 pairs from IEDB/IMGT. Task: Regression. Given a peptide amino acid sequence and an MHC pseudo amino acid sequence, predict their binding affinity value. This is MHC class I binding data. (1) The peptide sequence is IMKIGIGVLL. The MHC is HLA-B08:01 with pseudo-sequence HLA-B08:01. The binding affinity (normalized) is 0.226. (2) The peptide sequence is FMSRKLHRY. The MHC is HLA-A69:01 with pseudo-sequence HLA-A69:01. The binding affinity (normalized) is 0.0847. (3) The peptide sequence is KSFQWTQAL. The MHC is H-2-Db with pseudo-sequence H-2-Db. The binding affinity (normalized) is 0.391.